This data is from Full USPTO retrosynthesis dataset with 1.9M reactions from patents (1976-2016). The task is: Predict the reactants needed to synthesize the given product. (1) The reactants are: [CH2:1]([O:3][C:4]1[CH:5]=[C:6]([C:13]([O:21]C)(OC)[CH2:14][CH2:15][C:16]([O-:18])=O)[CH:7]=[CH:8][C:9]=1[O:10][CH2:11][CH3:12])[CH3:2].[K+].ClC1C=C(Cl)C=C(Cl)C=1C(Cl)=O.[CH2:36]([O:40][CH2:41][CH2:42][O:43][C:44]1[CH:49]=[C:48]([C:50]2[CH:55]=[CH:54][CH:53]=[CH:52][CH:51]=2)[N:47]=[C:46]([NH2:56])[CH:45]=1)[CH2:37][CH2:38][CH3:39].Cl. Given the product [CH2:36]([O:40][CH2:41][CH2:42][O:43][C:44]1[CH:49]=[C:48]([C:50]2[CH:55]=[CH:54][CH:53]=[CH:52][CH:51]=2)[N:47]=[C:46]([NH:56][C:16](=[O:18])[CH2:15][CH2:14][C:13]([C:6]2[CH:7]=[CH:8][C:9]([O:10][CH2:11][CH3:12])=[C:4]([O:3][CH2:1][CH3:2])[CH:5]=2)=[O:21])[CH:45]=1)[CH2:37][CH2:38][CH3:39], predict the reactants needed to synthesize it. (2) Given the product [CH3:3][CH:2]([C:4]1[N:5]=[C:6]([NH:25][C:26]2[CH:27]=[CH:28][C:29]([CH:32]([OH:34])[CH3:33])=[CH:30][CH:31]=2)[C:7]2[CH2:13][CH2:12][N:11]([C:14]3[C:19]([C:20]([F:21])([F:23])[F:22])=[CH:18][CH:17]=[CH:16][N:15]=3)[CH2:10][CH2:9][C:8]=2[N:24]=1)[CH3:1], predict the reactants needed to synthesize it. The reactants are: [CH3:1][CH:2]([C:4]1[N:5]=[C:6]([NH:25][C:26]2[CH:31]=[CH:30][C:29]([C:32](=[O:34])[CH3:33])=[CH:28][CH:27]=2)[C:7]2[CH2:13][CH2:12][N:11]([C:14]3[C:19]([C:20]([F:23])([F:22])[F:21])=[CH:18][CH:17]=[CH:16][N:15]=3)[CH2:10][CH2:9][C:8]=2[N:24]=1)[CH3:3].[BH4-].[Na+]. (3) Given the product [Cl:1][C:2]1[CH:3]=[C:4]([CH2:9][C@H:10]([CH3:33])[C:11]([NH:13][CH:14]2[C:20](=[O:21])[N:19]([CH3:34])[C:18]3[CH:22]=[CH:23][C:24]([Cl:26])=[CH:25][C:17]=3[C:16]([C:27]3[CH:32]=[CH:31][CH:30]=[CH:29][CH:28]=3)=[N:15]2)=[O:12])[CH:5]=[CH:6][C:7]=1[Cl:8], predict the reactants needed to synthesize it. The reactants are: [Cl:1][C:2]1[CH:3]=[C:4]([CH2:9][C@H:10]([CH3:33])[C:11]([NH:13][CH:14]2[C:20](=[O:21])[NH:19][C:18]3[CH:22]=[CH:23][C:24]([Cl:26])=[CH:25][C:17]=3[C:16]([C:27]3[CH:32]=[CH:31][CH:30]=[CH:29][CH:28]=3)=[N:15]2)=[O:12])[CH:5]=[CH:6][C:7]=1[Cl:8].[CH3:34]I. (4) Given the product [CH2:28]([CH:25]([CH2:26][CH3:27])[CH2:24][N:13]1[C:14]2[C:19](=[CH:18][CH:17]=[CH:16][C:15]=2[C:20]([F:23])([F:22])[F:21])[C:11]([C:4]2[CH:5]=[CH:6][C:7]([OH:9])=[CH:8][C:3]=2[OH:2])=[N:12]1)[CH3:29], predict the reactants needed to synthesize it. The reactants are: C[O:2][C:3]1[CH:8]=[C:7]([O:9]C)[CH:6]=[CH:5][C:4]=1[C:11]1[C:19]2[C:14](=[C:15]([C:20]([F:23])([F:22])[F:21])[CH:16]=[CH:17][CH:18]=2)[N:13]([CH2:24][CH:25]([CH2:28][CH3:29])[CH2:26][CH3:27])[N:12]=1.B(Br)(Br)Br.C1CCCCC=1. (5) Given the product [NH2:7][C:8]1[S:9][C:10]2[CH:35]=[CH:34][CH:33]=[CH:32][C:11]=2[C:12]=1[C:13]([N:15]1[CH2:16][CH2:17][CH:18]([N:21]2[CH2:31][CH2:30][CH2:29][C:23]3([C:27](=[O:28])[NH:26][CH2:25][CH2:24]3)[CH2:22]2)[CH2:19][CH2:20]1)=[O:14], predict the reactants needed to synthesize it. The reactants are: C(OC(=O)[NH:7][C:8]1[S:9][C:10]2[CH:35]=[CH:34][CH:33]=[CH:32][C:11]=2[C:12]=1[C:13]([N:15]1[CH2:20][CH2:19][CH:18]([N:21]2[CH2:31][CH2:30][CH2:29][C:23]3([C:27](=[O:28])[NH:26][CH2:25][CH2:24]3)[CH2:22]2)[CH2:17][CH2:16]1)=[O:14])(C)(C)C.C(=O)([O-])[O-].[K+].[K+]. (6) Given the product [ClH:31].[ClH:31].[NH2:1][C:4]1[CH:9]=[CH:8][C:7]([NH:10][CH2:11][CH2:12][CH2:13][CH2:14][CH2:15][CH2:16][OH:17])=[C:6]([CH3:18])[CH:5]=1, predict the reactants needed to synthesize it. The reactants are: [N+:1]([C:4]1[CH:9]=[CH:8][C:7]([NH:10][CH2:11][CH2:12][CH2:13][CH2:14][CH2:15][CH2:16][OH:17])=[C:6]([CH3:18])[CH:5]=1)([O-])=O.C1(N)C(F)=C(F)C(F)=C(N)C=1F.[ClH:31].Cl.